Dataset: Reaction yield outcomes from USPTO patents with 853,638 reactions. Task: Predict the reaction yield, written as a fraction of the theoretical maximum amount of product (1.0 means a 100% yield; for example, 0.34 means a 34% yield). (1) The reactants are [N+:1]([C:4]1[CH:9]=[CH:8][C:7]([CH:10]2[CH2:14][CH2:13][CH:12]([C:15]3[CH:20]=[CH:19][C:18]([N+:21]([O-])=O)=[CH:17][CH:16]=3)[N:11]2[C:24]2[CH:29]=[CH:28][C:27]([C:30]3[CH:31]=[CH:32][C:33]([N:36]4[CH2:41][CH2:40][O:39][CH2:38][CH2:37]4)=[N:34][CH:35]=3)=[CH:26][CH:25]=2)=[CH:6][CH:5]=1)([O-])=O.[H][H]. The catalyst is C1COCC1.[Pt](=O)=O. The product is [O:39]1[CH2:40][CH2:41][N:36]([C:33]2[N:34]=[CH:35][C:30]([C:27]3[CH:26]=[CH:25][C:24]([N:11]4[CH:12]([C:15]5[CH:20]=[CH:19][C:18]([NH2:21])=[CH:17][CH:16]=5)[CH2:13][CH2:14][CH:10]4[C:7]4[CH:6]=[CH:5][C:4]([NH2:1])=[CH:9][CH:8]=4)=[CH:29][CH:28]=3)=[CH:31][CH:32]=2)[CH2:37][CH2:38]1. The yield is 0.650. (2) The reactants are [Si]([C:5]1[S:6][CH:7]=[CH:8][N:9]=1)(C)(C)C.[C:10](Cl)(Cl)=[O:11].C1(C)C=CC=CC=1.[C:21]([NH:28][C:29]1[CH:34]=[CH:33][C:32]([NH2:35])=[CH:31][CH:30]=1)([O:23][C:24]([CH3:27])([CH3:26])[CH3:25])=[O:22].N1C=CC=CC=1. The catalyst is C(Cl)Cl. The product is [C:24]([O:23][C:21](=[O:22])[NH:28][C:29]1[CH:30]=[CH:31][C:32]([NH:35][C:10]([C:5]2[S:6][CH:7]=[CH:8][N:9]=2)=[O:11])=[CH:33][CH:34]=1)([CH3:27])([CH3:26])[CH3:25]. The yield is 0.100. (3) The reactants are [OH:1][C:2]1[CH:7]=[CH:6][C:5]([CH2:8][C:9]([OH:11])=[O:10])=[CH:4][CH:3]=1.[C:12](OC(O[C:12]([CH3:15])([CH3:14])[CH3:13])N(C)C)([CH3:15])([CH3:14])[CH3:13].C(OCC)(=O)C. The catalyst is C1(C)C=CC=CC=1.CCCCCC. The product is [C:12]([O:10][C:9](=[O:11])[CH2:8][C:5]1[CH:4]=[CH:3][C:2]([OH:1])=[CH:7][CH:6]=1)([CH3:15])([CH3:14])[CH3:13]. The yield is 0.560. (4) The reactants are Cl[C:2]1[N:7]=[C:6]([NH:8][C:9]2[CH:10]=[CH:11][C:12]3[O:16][C:15](=[O:17])[NH:14][C:13]=3[CH:18]=2)[C:5]([CH3:19])=[CH:4][N:3]=1.[CH3:20][N:21]1[CH2:26][CH2:25][N:24]([C:27]2[N:32]=[CH:31][C:30]([NH2:33])=[CH:29][CH:28]=2)[CH2:23][CH2:22]1.C(O)(C(F)(F)F)=O. The catalyst is C(O)CC. The product is [O:16]1[C:12]2[CH:11]=[CH:10][C:9]([NH:8][C:6]3[C:5]([CH3:19])=[CH:4][N:3]=[C:2]([NH:33][C:30]4[CH:29]=[CH:28][C:27]([N:24]5[CH2:25][CH2:26][N:21]([CH3:20])[CH2:22][CH2:23]5)=[N:32][CH:31]=4)[N:7]=3)=[CH:18][C:13]=2[NH:14][C:15]1=[O:17]. The yield is 0.530.